From a dataset of Forward reaction prediction with 1.9M reactions from USPTO patents (1976-2016). Predict the product of the given reaction. (1) Given the reactants [F-].C([N+](CCCC)(CCCC)CCCC)CCC.[C:19]([O:23][C:24](=[O:52])[N:25]([CH2:43][CH2:44][C:45]1[CH:50]=[CH:49][CH:48]=[C:47]([Br:51])[CH:46]=1)[C@H:26]([C:28]1[CH:33]=[CH:32][CH:31]=[C:30]([C:34](C)(C)[O:35][SiH2]C(C)(C)C)[N:29]=1)[CH3:27])([CH3:22])([CH3:21])[CH3:20], predict the reaction product. The product is: [C:19]([O:23][C:24](=[O:52])[N:25]([CH2:43][CH2:44][C:45]1[CH:50]=[CH:49][CH:48]=[C:47]([Br:51])[CH:46]=1)[C@H:26]([C:28]1[CH:33]=[CH:32][CH:31]=[C:30]([CH2:34][OH:35])[N:29]=1)[CH3:27])([CH3:20])([CH3:21])[CH3:22]. (2) Given the reactants [F:1][C:2]1[CH:3]=[C:4]([CH:9]2[C:14]([C:15]([OH:17])=O)=[C:13]([CH3:18])[NH:12][C:11](=[O:19])[NH:10]2)[CH:5]=[CH:6][C:7]=1[F:8].[F:20][C:21]1[CH:22]=[C:23]([NH:28][C:29]2[C:37]3[C:32](=[CH:33][CH:34]=[C:35]([NH2:38])[CH:36]=3)[NH:31][N:30]=2)[CH:24]=[C:25]([F:27])[CH:26]=1.C1CN([P+](Br)(N2CCCC2)N2CCCC2)CC1.F[P-](F)(F)(F)(F)F.C(N(C(C)C)CC)(C)C, predict the reaction product. The product is: [F:20][C:21]1[CH:22]=[C:23]([NH:28][C:29]2[C:37]3[C:32](=[CH:33][CH:34]=[C:35]([NH:38][C:15]([C:14]4[CH:9]([C:4]5[CH:5]=[CH:6][C:7]([F:8])=[C:2]([F:1])[CH:3]=5)[NH:10][C:11](=[O:19])[NH:12][C:13]=4[CH3:18])=[O:17])[CH:36]=3)[NH:31][N:30]=2)[CH:24]=[C:25]([F:27])[CH:26]=1. (3) Given the reactants [NH2:1][CH:2]([C:10]1[C:15]([O:16][CH3:17])=[CH:14][CH:13]=[CH:12][C:11]=1[O:18][CH3:19])[CH2:3][CH2:4][CH2:5][C:6]([O:8]C)=O.[N:20]1([C:25]2[CH:26]=[C:27]([CH:30]=[CH:31][CH:32]=2)[CH:28]=O)[CH:24]=[N:23][CH:22]=[N:21]1, predict the reaction product. The product is: [N:20]1([C:25]2[CH:26]=[C:27]([CH:30]=[CH:31][CH:32]=2)[CH2:28][N:1]2[CH:2]([C:10]3[C:15]([O:16][CH3:17])=[CH:14][CH:13]=[CH:12][C:11]=3[O:18][CH3:19])[CH2:3][CH2:4][CH2:5][C:6]2=[O:8])[CH:24]=[N:23][CH:22]=[N:21]1. (4) The product is: [CH2:1]([N:8]1[CH2:13][CH2:12][N:11]([C:15]2[N:20]=[C:19]([N:21]3[CH2:30][CH2:29][C:24]4([O:25][CH2:26][CH2:27][O:28]4)[CH2:23][CH2:22]3)[CH:18]=[C:17]([Cl:31])[N:16]=2)[CH2:10][CH2:9]1)[C:2]1[CH:3]=[CH:4][CH:5]=[CH:6][CH:7]=1. Given the reactants [CH2:1]([N:8]1[CH2:13][CH2:12][NH:11][CH2:10][CH2:9]1)[C:2]1[CH:7]=[CH:6][CH:5]=[CH:4][CH:3]=1.Cl[C:15]1[N:20]=[C:19]([N:21]2[CH2:30][CH2:29][C:24]3([O:28][CH2:27][CH2:26][O:25]3)[CH2:23][CH2:22]2)[CH:18]=[C:17]([Cl:31])[N:16]=1.C(NC(C)C)(C)C, predict the reaction product.